Dataset: Full USPTO retrosynthesis dataset with 1.9M reactions from patents (1976-2016). Task: Predict the reactants needed to synthesize the given product. Given the product [ClH:21].[NH2:8][CH2:9][C@H:10]([N:15]1[CH2:20][CH2:19][O:18][CH2:17][CH2:16]1)[C:11]([O:13][CH3:14])=[O:12], predict the reactants needed to synthesize it. The reactants are: C(OC([NH:8][CH2:9][C@H:10]([N:15]1[CH2:20][CH2:19][O:18][CH2:17][CH2:16]1)[C:11]([O:13][CH3:14])=[O:12])=O)(C)(C)C.[ClH:21].